From a dataset of Reaction yield outcomes from USPTO patents with 853,638 reactions. Predict the reaction yield, written as a fraction of the theoretical maximum amount of product (1.0 means a 100% yield; for example, 0.34 means a 34% yield). (1) The reactants are [OH:1][C:2]1[CH:3]=[C:4]([CH:9]=[CH:10][CH:11]=1)[C:5]([O:7][CH3:8])=[O:6].[H-].[Na+].Br[CH2:15][C:16]#[C:17][Si:18]([CH3:21])([CH3:20])[CH3:19]. The catalyst is CN(C)C=O. The product is [CH3:19][Si:18]([CH3:21])([CH3:20])[C:17]#[C:16][CH2:15][O:1][C:2]1[CH:3]=[C:4]([CH:9]=[CH:10][CH:11]=1)[C:5]([O:7][CH3:8])=[O:6]. The yield is 0.280. (2) The reactants are [N+:1]([C:4]1[CH:5]=[C:6]([S:10]([NH2:13])(=[O:12])=[O:11])[CH:7]=[CH:8][CH:9]=1)([O-])=O. The catalyst is [Ni].CO. The product is [NH2:1][C:4]1[CH:5]=[C:6]([S:10]([NH2:13])(=[O:11])=[O:12])[CH:7]=[CH:8][CH:9]=1. The yield is 0.930. (3) The product is [F:34][C:2]1([F:1])[O:6][C:5]2[CH:7]=[CH:8][C:9]([C:11]3([C:14]([NH:16][C:17]4[CH:18]=[C:19]([CH3:33])[C:20]([CH3:32])=[C:21]([C:23]5[CH:28]=[CH:27][C:26](=[O:29])[NH:25][C:24]=5[CH3:31])[N:22]=4)=[O:15])[CH2:13][CH2:12]3)=[CH:10][C:4]=2[O:3]1. The catalyst is CC#N. The reactants are [F:1][C:2]1([F:34])[O:6][C:5]2[CH:7]=[CH:8][C:9]([C:11]3([C:14]([NH:16][C:17]4[N:22]=[C:21]([C:23]5[C:24]([CH3:31])=[N:25][C:26]([O:29]C)=[CH:27][CH:28]=5)[C:20]([CH3:32])=[C:19]([CH3:33])[CH:18]=4)=[O:15])[CH2:13][CH2:12]3)=[CH:10][C:4]=2[O:3]1.[Si](I)(C)(C)C.CO.C(OCC)(=O)C. The yield is 0.740.